Dataset: Catalyst prediction with 721,799 reactions and 888 catalyst types from USPTO. Task: Predict which catalyst facilitates the given reaction. (1) The catalyst class is: 62. Product: [CH3:35][O:34][C:31]1[N:32]=[C:33]2[C:28](=[CH:29][CH:30]=1)[N:27]=[CH:26][CH:25]=[C:24]2[N:7]1[CH2:6][CH2:5][N:4]([CH2:8][CH2:9][NH:10][C:11](=[O:17])[O:12][C:13]([CH3:14])([CH3:16])[CH3:15])[CH2:3][C:2]1=[O:1]. Reactant: [O:1]=[C:2]1[NH:7][CH2:6][CH2:5][N:4]([CH2:8][CH2:9][NH:10][C:11](=[O:17])[O:12][C:13]([CH3:16])([CH3:15])[CH3:14])[CH2:3]1.FC(F)(F)S(O[C:24]1[C:33]2[C:28](=[CH:29][CH:30]=[C:31]([O:34][CH3:35])[N:32]=2)[N:27]=[CH:26][CH:25]=1)(=O)=O.C1C=CC(P(C2C=CC3C(=CC=CC=3)C=2C2C3C(=CC=CC=3)C=CC=2P(C2C=CC=CC=2)C2C=CC=CC=2)C2C=CC=CC=2)=CC=1.C([O-])([O-])=O.[Cs+].[Cs+]. (2) Reactant: [NH:1]1[CH2:6][CH2:5][CH2:4][CH2:3][CH2:2]1.Br[CH2:8][C:9]1[CH:14]=[CH:13][CH:12]=[C:11]([N+:15]([O-])=O)[CH:10]=1. Product: [N:1]1([CH2:8][C:9]2[CH:10]=[C:11]([NH2:15])[CH:12]=[CH:13][CH:14]=2)[CH2:6][CH2:5][CH2:4][CH2:3][CH2:2]1. The catalyst class is: 1. (3) Reactant: C1C2C(COC([N:18]3[CH2:22][CH2:21][CH2:20][CH:19]3[C:23](=[O:38])[NH:24][CH2:25][C:26]3[CH:31]=[C:30]([CH3:32])[N:29]=[C:28]([N:33]4[CH:37]=[CH:36][N:35]=[CH:34]4)[N:27]=3)=O)C3C(=CC=CC=3)C=2C=CC=1.N1CCCCC1. Product: [N:33]1([C:28]2[N:27]=[C:26]([CH2:25][NH:24][C:23]([CH:19]3[CH2:20][CH2:21][CH2:22][NH:18]3)=[O:38])[CH:31]=[C:30]([CH3:32])[N:29]=2)[CH:37]=[CH:36][N:35]=[CH:34]1. The catalyst class is: 9. (4) Reactant: [Br:1][C:2]1[CH:12]=[C:11]([C:13]([OH:15])=O)[C:5]2[O:6][CH2:7][CH2:8][CH2:9][CH2:10][C:4]=2[CH:3]=1.[NH2:16][C@@H:17]([CH2:28][OH:29])[CH2:18][C:19]1[C:27]2[C:22](=[CH:23][CH:24]=[CH:25][CH:26]=2)[NH:21][CH:20]=1.C(Cl)CCl.C1C=CC2N(O)N=NC=2C=1. Product: [OH:29][CH2:28][C@H:17]([NH:16][C:13]([C:11]1[C:5]2[O:6][CH2:7][CH2:8][CH2:9][CH2:10][C:4]=2[CH:3]=[C:2]([Br:1])[CH:12]=1)=[O:15])[CH2:18][C:19]1[C:27]2[C:22](=[CH:23][CH:24]=[CH:25][CH:26]=2)[NH:21][CH:20]=1. The catalyst class is: 338. (5) Reactant: [C:1]([Si:5]([CH3:21])([CH3:20])[O:6][C@H:7]1[CH2:12][CH2:11][C@H:10]([N:13]2[CH2:18][CH2:17][CH2:16][CH2:15][C:14]2=[O:19])[CH2:9][CH2:8]1)([CH3:4])([CH3:3])[CH3:2].[Li+].CC([N-]C(C)C)C.Br[CH2:31][C:32]1[S:36][C:35]2[CH:37]=[CH:38][CH:39]=[CH:40][C:34]=2[C:33]=1[Cl:41]. Product: [C:1]([Si:5]([CH3:21])([CH3:20])[O:6][C@H:7]1[CH2:8][CH2:9][C@H:10]([N:13]2[CH2:18][CH2:17][CH2:16][CH:15]([CH2:31][C:32]3[S:36][C:35]4[CH:37]=[CH:38][CH:39]=[CH:40][C:34]=4[C:33]=3[Cl:41])[C:14]2=[O:19])[CH2:11][CH2:12]1)([CH3:4])([CH3:3])[CH3:2]. The catalyst class is: 1.